This data is from Full USPTO retrosynthesis dataset with 1.9M reactions from patents (1976-2016). The task is: Predict the reactants needed to synthesize the given product. Given the product [C:1]([O:5][C:6](=[O:20])[C:7]1[C:12]([CH:13]([CH3:14])[C:15]([F:16])([F:17])[F:18])=[CH:11][N:10]=[CH:9][C:8]=1[F:19])([CH3:3])([CH3:2])[CH3:4], predict the reactants needed to synthesize it. The reactants are: [C:1]([O:5][C:6](=[O:20])[C:7]1[C:12]([C:13]([C:15]([F:18])([F:17])[F:16])=[CH2:14])=[CH:11][N:10]=[CH:9][C:8]=1[F:19])([CH3:4])([CH3:3])[CH3:2].